From a dataset of Reaction yield outcomes from USPTO patents with 853,638 reactions. Predict the reaction yield, written as a fraction of the theoretical maximum amount of product (1.0 means a 100% yield; for example, 0.34 means a 34% yield). (1) The reactants are [I:1][C:2]1[CH:12]=[CH:11][C:10]2[CH:9]3[CH2:13][CH:5]([CH2:6][N:7]([C:14](=[O:19])C(F)(F)F)[CH2:8]3)[C:4]=2[CH:3]=1.[NH4+].[OH-].[C:22]([O:26]C(OC([O:26][C:22]([CH3:25])([CH3:24])[CH3:23])=O)=O)([CH3:25])([CH3:24])[CH3:23].O. The catalyst is CO. The product is [C:22]([O:26][C:14]([N:7]1[CH2:6][CH:5]2[CH2:13][CH:9]([C:10]3[CH:11]=[CH:12][C:2]([I:1])=[CH:3][C:4]=32)[CH2:8]1)=[O:19])([CH3:25])([CH3:24])[CH3:23]. The yield is 0.980. (2) The reactants are [N:1]1[CH:6]=[CH:5][C:4]([CH2:7][C:8]([O:10][CH2:11][CH3:12])=[O:9])=[CH:3][CH:2]=1.C(O[CH:16](OCC)[N:17]([CH3:19])[CH3:18])C. The catalyst is CN(C=O)C. The product is [CH3:16][N:17]([CH3:19])[CH:18]=[C:7]([C:4]1[CH:5]=[CH:6][N:1]=[CH:2][CH:3]=1)[C:8]([O:10][CH2:11][CH3:12])=[O:9]. The yield is 0.760. (3) The reactants are [Cl:1][C:2]1[CH:3]=[C:4]([NH2:12])[C:5]([NH2:11])=[CH:6][C:7]=1[N+:8]([O-:10])=[O:9].[C:13](C1NC=CN=1)(C1NC=CN=1)=[O:14]. The catalyst is C1COCC1. The product is [Cl:1][C:2]1[C:7]([N+:8]([O-:10])=[O:9])=[CH:6][C:5]2[NH:11][C:13](=[O:14])[NH:12][C:4]=2[CH:3]=1. The yield is 0.760. (4) The reactants are [S:1]1[CH:5]=[CH:4][C:3]([CH2:6][OH:7])=[CH:2]1.N1C=CN=C1.[C:13]([Si:17](Cl)([C:24]1[CH:29]=[CH:28][CH:27]=[CH:26][CH:25]=1)[C:18]1[CH:23]=[CH:22][CH:21]=[CH:20][CH:19]=1)([CH3:16])([CH3:15])[CH3:14]. The catalyst is CN(C=O)C. The product is [C:13]([Si:17]([C:24]1[CH:29]=[CH:28][CH:27]=[CH:26][CH:25]=1)([C:18]1[CH:19]=[CH:20][CH:21]=[CH:22][CH:23]=1)[O:7][CH2:6][C:3]1[CH:4]=[CH:5][S:1][CH:2]=1)([CH3:16])([CH3:14])[CH3:15]. The yield is 0.960. (5) The reactants are [ClH:1].ClC1NC=C([C@H:8]2[C:16]3[C:11](=[CH:12][CH:13]=[CH:14][CH:15]=3)[CH2:10][NH:9]2)C1.[C:17]([O-:20])([O-])=[O:18].[K+].[K+].BrCCC=C1C2[CH:34]=[CH:35][CH:36]=[N:37][C:32]=2COC2C=CC(C(O)(C)C)=CC1=2. The catalyst is C(#N)C.O. The product is [C:11]([O:20][C:17]([N:37]1[CH2:36][CH2:35][C@@H:34]([N:9]2[CH2:8][C:16]3[C:11](=[CH:12][CH:13]=[C:14]([Cl:1])[CH:15]=3)[CH2:10]2)[CH2:32]1)=[O:18])([CH3:16])([CH3:12])[CH3:10]. The yield is 0.550. (6) The reactants are [Br:1][C:2]1[CH:3]=[C:4]2[C:8](=[CH:9][CH:10]=1)[NH:7][N:6]=[C:5]2[CH:11]1[CH2:14][CH2:13][CH2:12]1.[H-].[Na+].Cl[CH2:18][C:19]#[N:20]. No catalyst specified. The product is [Br:1][C:2]1[CH:3]=[C:4]2[C:8](=[CH:9][CH:10]=1)[N:7]([CH2:18][C:19]#[N:20])[N:6]=[C:5]2[CH:11]1[CH2:14][CH2:13][CH2:12]1. The yield is 0.620.